This data is from Catalyst prediction with 721,799 reactions and 888 catalyst types from USPTO. The task is: Predict which catalyst facilitates the given reaction. Reactant: [Br:1][C:2]1[CH:3]=[C:4]2[C:10]([C:11]3[CH:16]=[CH:15][C:14]([O:17]C4CCCCO4)=[CH:13][CH:12]=3)=[CH:9][N:8]([S:24]([C:27]3[CH:32]=[CH:31][C:30]([CH3:33])=[CH:29][CH:28]=3)(=[O:26])=[O:25])[C:5]2=[N:6][CH:7]=1.C1(S)C=CC=CC=1.Cl. Product: [Br:1][C:2]1[CH:3]=[C:4]2[C:10]([C:11]3[CH:16]=[CH:15][C:14]([OH:17])=[CH:13][CH:12]=3)=[CH:9][N:8]([S:24]([C:27]3[CH:32]=[CH:31][C:30]([CH3:33])=[CH:29][CH:28]=3)(=[O:25])=[O:26])[C:5]2=[N:6][CH:7]=1. The catalyst class is: 363.